Dataset: Reaction yield outcomes from USPTO patents with 853,638 reactions. Task: Predict the reaction yield, written as a fraction of the theoretical maximum amount of product (1.0 means a 100% yield; for example, 0.34 means a 34% yield). (1) The reactants are [O:1]=[C:2]1[C:7]([CH2:8][C:9]2[CH:14]=[CH:13][C:12]([C:15]3[C:16]([C:21]#[N:22])=[CH:17][CH:18]=[CH:19][CH:20]=3)=[CH:11][CH:10]=2)=[C:6]([CH2:23][CH2:24][CH3:25])[N:5]2[N:26]=[CH:27][N:28]=[C:4]2[N:3]1[C@H:29]1[CH2:34][CH2:33][C@H:32]([O:35][CH2:36][C:37](=[O:40])[CH2:38][CH3:39])[CH2:31][CH2:30]1.[BH4-].[Na+].[Cl-].[NH4+]. The catalyst is O1CCCC1.CO. The product is [OH:40][CH:37]([CH2:38][CH3:39])[CH2:36][O:35][C@H:32]1[CH2:33][CH2:34][C@H:29]([N:3]2[C:2](=[O:1])[C:7]([CH2:8][C:9]3[CH:14]=[CH:13][C:12]([C:15]4[C:16]([C:21]#[N:22])=[CH:17][CH:18]=[CH:19][CH:20]=4)=[CH:11][CH:10]=3)=[C:6]([CH2:23][CH2:24][CH3:25])[N:5]3[N:26]=[CH:27][N:28]=[C:4]23)[CH2:30][CH2:31]1. The yield is 0.740. (2) The reactants are [Cl:1][C:2]1[CH:28]=[CH:27][CH:26]=[C:25]([Cl:29])[C:3]=1[C:4]([NH:6][C@H:7]([C:21]([O:23]C)=[O:22])[CH2:8][C:9]1[CH:14]=[CH:13][C:12]([CH:15]2[CH2:20][CH2:19][NH:18][CH2:17][CH2:16]2)=[CH:11][CH:10]=1)=[O:5].[CH2:30]([S:34](Cl)(=[O:36])=[O:35])[CH2:31][CH2:32][CH3:33]. The catalyst is N1C=CC=CC=1. The product is [CH2:30]([S:34]([N:18]1[CH2:17][CH2:16][CH:15]([C:12]2[CH:11]=[CH:10][C:9]([CH2:8][C@@H:7]([C:21]([OH:23])=[O:22])[NH:6][C:4](=[O:5])[C:3]3[C:2]([Cl:1])=[CH:28][CH:27]=[CH:26][C:25]=3[Cl:29])=[CH:14][CH:13]=2)[CH2:20][CH2:19]1)(=[O:36])=[O:35])[CH2:31][CH2:32][CH3:33]. The yield is 0.210. (3) The reactants are [CH2:1]([C:5]1[O:6][C:7]2[CH:13]=[CH:12][C:11]([NH:14][S:15]([CH3:18])(=[O:17])=[O:16])=[CH:10][C:8]=2[CH:9]=1)[CH2:2][CH2:3][CH3:4].[CH2:19]([N:23]([CH2:36][CH2:37][CH2:38][CH3:39])[CH2:24][CH2:25][CH2:26][O:27][C:28]1[CH:35]=[CH:34][C:31]([CH:32]=[O:33])=[CH:30][CH:29]=1)[CH2:20][CH2:21][CH3:22].O. The catalyst is FC(F)(F)C(O)=O. The product is [CH2:1]([C:5]1[O:6][C:7]2[CH:13]=[CH:12][C:11]([NH:14][S:15]([CH3:18])(=[O:16])=[O:17])=[CH:10][C:8]=2[C:9]=1[CH:32]([C:31]1[CH:30]=[CH:29][C:28]([O:27][CH2:26][CH2:25][CH2:24][N:23]([CH2:36][CH2:37][CH2:38][CH3:39])[CH2:19][CH2:20][CH2:21][CH3:22])=[CH:35][CH:34]=1)[OH:33])[CH2:2][CH2:3][CH3:4]. The yield is 0.330. (4) The reactants are [CH3:1][O:2][C:3]([N:5]1[CH2:10][C:9](=[O:11])[N:8]2[CH:12]([C:15]([OH:17])=O)[CH2:13][CH2:14][CH:7]2[CH2:6]1)=[O:4].CN(C(ON1N=NC2C=CC=NC1=2)=[N+](C)C)C.F[P-](F)(F)(F)(F)F.CN1CCOCC1.Cl.[NH2:50][CH2:51][C:52]([C:54]1[CH:59]=[CH:58][C:57]([Br:60])=[CH:56][CH:55]=1)=[O:53]. The yield is 0.750. The catalyst is CN(C)C=O. The product is [CH3:1][O:2][C:3]([N:5]1[CH2:10][C:9](=[O:11])[N:8]2[CH:12]([C:15](=[O:17])[NH:50][CH2:51][C:52]([C:54]3[CH:59]=[CH:58][C:57]([Br:60])=[CH:56][CH:55]=3)=[O:53])[CH2:13][CH2:14][CH:7]2[CH2:6]1)=[O:4]. (5) The reactants are Cl[C:2]1[N:7]=[CH:6][C:5]([O:8][C:9]2[N:14]=[CH:13][C:12]([CH:15]=[O:16])=[CH:11][CH:10]=2)=[CH:4][CH:3]=1.[CH3:17][N:18](C)C(=O)C. The catalyst is [C-]#N.[C-]#N.[Zn+2].C1C=CC(P(C2C=CC=CC=2)[C-]2C=CC=C2)=CC=1.C1C=CC(P(C2C=CC=CC=2)[C-]2C=CC=C2)=CC=1.[Fe+2].C1C=CC(/C=C/C(/C=C/C2C=CC=CC=2)=O)=CC=1.C1C=CC(/C=C/C(/C=C/C2C=CC=CC=2)=O)=CC=1.C1C=CC(/C=C/C(/C=C/C2C=CC=CC=2)=O)=CC=1.[Pd].[Pd].[Zn]. The product is [CH:15]([C:12]1[CH:11]=[CH:10][C:9]([O:8][C:5]2[CH:4]=[CH:3][C:2]([C:17]#[N:18])=[N:7][CH:6]=2)=[N:14][CH:13]=1)=[O:16]. The yield is 0.680. (6) The yield is 1.00. The product is [F:43][CH:11]1[CH:10]([OH:9])[CH2:15][CH2:14][N:13]([CH2:16][CH:17]([N:21]2[CH:25]=[C:24]([C:26]3[C:27]4[CH:34]=[CH:33][N:32]([CH2:35][O:36][CH2:37][CH2:38][Si:39]([CH3:40])([CH3:42])[CH3:41])[C:28]=4[N:29]=[CH:30][N:31]=3)[CH:23]=[N:22]2)[CH2:18][C:19]#[N:20])[CH2:12]1. The reactants are C([O:9][CH:10]1[CH2:15][CH2:14][N:13]([CH2:16][CH:17]([N:21]2[CH:25]=[C:24]([C:26]3[C:27]4[CH:34]=[CH:33][N:32]([CH2:35][O:36][CH2:37][CH2:38][Si:39]([CH3:42])([CH3:41])[CH3:40])[C:28]=4[N:29]=[CH:30][N:31]=3)[CH:23]=[N:22]2)[CH2:18][C:19]#[N:20])[CH2:12][CH:11]1[F:43])(=O)C1C=CC=CC=1.[OH-].[Li+]. The catalyst is C(#N)C.O.C(OCC)(=O)C.